This data is from NCI-60 drug combinations with 297,098 pairs across 59 cell lines. The task is: Regression. Given two drug SMILES strings and cell line genomic features, predict the synergy score measuring deviation from expected non-interaction effect. (1) Drug 1: CC1C(C(=O)NC(C(=O)N2CCCC2C(=O)N(CC(=O)N(C(C(=O)O1)C(C)C)C)C)C(C)C)NC(=O)C3=C4C(=C(C=C3)C)OC5=C(C(=O)C(=C(C5=N4)C(=O)NC6C(OC(=O)C(N(C(=O)CN(C(=O)C7CCCN7C(=O)C(NC6=O)C(C)C)C)C)C(C)C)C)N)C. Drug 2: C1=NNC2=C1C(=O)NC=N2. Cell line: HCT116. Synergy scores: CSS=19.3, Synergy_ZIP=-0.179, Synergy_Bliss=-5.20, Synergy_Loewe=-53.7, Synergy_HSA=-6.97. (2) Drug 1: C1=CN(C=N1)CC(O)(P(=O)(O)O)P(=O)(O)O. Drug 2: N.N.Cl[Pt+2]Cl. Cell line: CAKI-1. Synergy scores: CSS=30.1, Synergy_ZIP=-5.50, Synergy_Bliss=1.30, Synergy_Loewe=-2.57, Synergy_HSA=-1.21. (3) Drug 1: CC1=C2C(C(=O)C3(C(CC4C(C3C(C(C2(C)C)(CC1OC(=O)C(C(C5=CC=CC=C5)NC(=O)OC(C)(C)C)O)O)OC(=O)C6=CC=CC=C6)(CO4)OC(=O)C)O)C)O. Drug 2: C(CCl)NC(=O)N(CCCl)N=O. Cell line: SK-MEL-28. Synergy scores: CSS=4.44, Synergy_ZIP=-4.16, Synergy_Bliss=-3.92, Synergy_Loewe=-1.38, Synergy_HSA=-2.06. (4) Drug 1: CS(=O)(=O)C1=CC(=C(C=C1)C(=O)NC2=CC(=C(C=C2)Cl)C3=CC=CC=N3)Cl. Drug 2: CC1=C2C(C(=O)C3(C(CC4C(C3C(C(C2(C)C)(CC1OC(=O)C(C(C5=CC=CC=C5)NC(=O)OC(C)(C)C)O)O)OC(=O)C6=CC=CC=C6)(CO4)OC(=O)C)O)C)O. Cell line: 786-0. Synergy scores: CSS=62.6, Synergy_ZIP=10.5, Synergy_Bliss=12.2, Synergy_Loewe=0.647, Synergy_HSA=14.7. (5) Drug 1: COC1=C2C(=CC3=C1OC=C3)C=CC(=O)O2. Drug 2: C1CNP(=O)(OC1)N(CCCl)CCCl. Cell line: ACHN. Synergy scores: CSS=-0.913, Synergy_ZIP=-0.193, Synergy_Bliss=-1.23, Synergy_Loewe=-1.64, Synergy_HSA=-2.19. (6) Drug 1: CC1=C(C(=CC=C1)Cl)NC(=O)C2=CN=C(S2)NC3=CC(=NC(=N3)C)N4CCN(CC4)CCO. Drug 2: C1CC(=O)NC(=O)C1N2C(=O)C3=CC=CC=C3C2=O. Cell line: BT-549. Synergy scores: CSS=-0.303, Synergy_ZIP=-2.02, Synergy_Bliss=-2.20, Synergy_Loewe=-5.67, Synergy_HSA=-2.30.